Dataset: Forward reaction prediction with 1.9M reactions from USPTO patents (1976-2016). Task: Predict the product of the given reaction. (1) Given the reactants [NH2:1][C:2]1[C:7]2=[CH:8][CH:9]=[C:10]([CH:11]=O)[N:6]2[N:5]=[CH:4][N:3]=1.[NH:13]1[CH2:18][CH2:17][O:16][CH2:15][CH2:14]1.C(O[BH-](OC(=O)C)OC(=O)C)(=O)C.[Na+], predict the reaction product. The product is: [N:13]1([CH2:11][C:10]2[N:6]3[C:7]([C:2]([NH2:1])=[N:3][CH:4]=[N:5]3)=[CH:8][CH:9]=2)[CH2:18][CH2:17][O:16][CH2:15][CH2:14]1. (2) Given the reactants [CH2:1]([O:3][C:4](=[O:27])[CH:5]([O:24][CH2:25][CH3:26])[CH2:6][C:7]1[CH:12]=[CH:11][C:10]([O:13][CH2:14][CH2:15][C:16]2[CH:21]=[CH:20][C:19]([NH:22][CH3:23])=[CH:18][CH:17]=2)=[CH:9][CH:8]=1)[CH3:2].C1(C)C=CC=CC=1.[C:35](O[C:35](=[O:39])[CH:36]([CH3:38])[CH3:37])(=[O:39])[CH:36]([CH3:38])[CH3:37], predict the reaction product. The product is: [CH2:1]([O:3][C:4](=[O:27])[CH:5]([O:24][CH2:25][CH3:26])[CH2:6][C:7]1[CH:12]=[CH:11][C:10]([O:13][CH2:14][CH2:15][C:16]2[CH:17]=[CH:18][C:19]([N:22]([C:35](=[O:39])[CH:36]([CH3:38])[CH3:37])[CH3:23])=[CH:20][CH:21]=2)=[CH:9][CH:8]=1)[CH3:2]. (3) Given the reactants [Br:1][C:2]1[CH:7]=[CH:6][C:5]([SH:8])=[CH:4][CH:3]=1.Br[C:10]([CH3:19])([CH3:18])[C:11]([O:13][C:14]([CH3:17])([CH3:16])[CH3:15])=[O:12], predict the reaction product. The product is: [Br:1][C:2]1[CH:7]=[CH:6][C:5]([S:8][C:10]([CH3:19])([CH3:18])[C:11]([O:13][C:14]([CH3:17])([CH3:16])[CH3:15])=[O:12])=[CH:4][CH:3]=1. (4) Given the reactants [NH2:1][CH2:2][CH2:3][C:4]1[CH:5]=[CH:6][C:7]([O:12][C:13]2[CH:18]=[CH:17][C:16]([C:19]([F:22])([F:21])[F:20])=[CH:15][N:14]=2)=[C:8]([CH:11]=1)[C:9]#[N:10].CS[C:25]1[NH:26][CH:27]=[C:28]([CH2:32][C:33]2[CH:34]=[N:35][CH:36]=[N:37][CH:38]=2)[C:29](=[O:31])[N:30]=1, predict the reaction product. The product is: [O:31]=[C:29]1[C:28]([CH2:32][C:33]2[CH:38]=[N:37][CH:36]=[N:35][CH:34]=2)=[CH:27][NH:26][C:25]([NH:1][CH2:2][CH2:3][C:4]2[CH:5]=[CH:6][C:7]([O:12][C:13]3[CH:18]=[CH:17][C:16]([C:19]([F:22])([F:20])[F:21])=[CH:15][N:14]=3)=[C:8]([CH:11]=2)[C:9]#[N:10])=[N:30]1. (5) Given the reactants C[O:2][C:3](=[O:47])[C:4]1[CH:9]=[CH:8][CH:7]=[C:6]([CH2:10][N:11]2[CH:15]=[C:14]([NH:16][C:17]([C:19]3[C:27]4[C:22](=[CH:23][C:24]([C:28]5[CH:29]=[N:30][N:31](C6CCCCO6)[CH:32]=5)=[CH:25][CH:26]=4)[N:21](COCC[Si](C)(C)C)[N:20]=3)=[O:18])[CH:13]=[N:12]2)[CH:5]=1.[OH-].[Li+].C([SiH](C(C)C)C(C)C)(C)C, predict the reaction product. The product is: [NH:31]1[CH:32]=[C:28]([C:24]2[CH:23]=[C:22]3[C:27]([C:19]([C:17]([NH:16][C:14]4[CH:13]=[N:12][N:11]([CH2:10][C:6]5[CH:5]=[C:4]([CH:9]=[CH:8][CH:7]=5)[C:3]([OH:47])=[O:2])[CH:15]=4)=[O:18])=[N:20][NH:21]3)=[CH:26][CH:25]=2)[CH:29]=[N:30]1. (6) Given the reactants [OH:1][C:2]([CH3:36])([CH2:34][OH:35])[CH2:3][C@@:4]1([C:28]2[CH:33]=[CH:32][CH:31]=[CH:30][CH:29]=2)[O:9][C:8](=[O:10])[N:7]([C@H:11]([C:13]2[CH:18]=[CH:17][C:16](B3OC(C)(C)C(C)(C)O3)=[CH:15][CH:14]=2)[CH3:12])[CH2:6][CH2:5]1.I[C:38]1[CH:43]=[CH:42][N:41]([CH3:44])[C:40](=[O:45])[CH:39]=1, predict the reaction product. The product is: [OH:1][C:2]([CH3:36])([CH2:34][OH:35])[CH2:3][C@@:4]1([C:28]2[CH:33]=[CH:32][CH:31]=[CH:30][CH:29]=2)[O:9][C:8](=[O:10])[N:7]([C@H:11]([C:13]2[CH:14]=[CH:15][C:16]([C:38]3[CH:43]=[CH:42][N:41]([CH3:44])[C:40](=[O:45])[CH:39]=3)=[CH:17][CH:18]=2)[CH3:12])[CH2:6][CH2:5]1. (7) The product is: [Cl:11][C:12]1[CH:13]=[C:14]([CH:17]=[CH:18][C:19]=1[Cl:20])[CH2:15][N:6]1[CH:7]=[CH:8][C:4]([N+:1]([O-:3])=[O:2])=[N:5]1. Given the reactants [N+:1]([C:4]1[CH:8]=[CH:7][NH:6][N:5]=1)([O-:3])=[O:2].[H-].[Na+].[Cl:11][C:12]1[CH:13]=[C:14]([CH:17]=[CH:18][C:19]=1[Cl:20])[CH2:15]Br, predict the reaction product.